From a dataset of Peptide-MHC class I binding affinity with 185,985 pairs from IEDB/IMGT. Regression. Given a peptide amino acid sequence and an MHC pseudo amino acid sequence, predict their binding affinity value. This is MHC class I binding data. (1) The peptide sequence is WPVTLACFVL. The MHC is Mamu-A2201 with pseudo-sequence Mamu-A2201. The binding affinity (normalized) is 0.431. (2) The peptide sequence is SSPASFEKK. The MHC is H-2-Db with pseudo-sequence H-2-Db. The binding affinity (normalized) is 0. (3) The peptide sequence is KGFWYAHI. The MHC is H-2-Db with pseudo-sequence H-2-Db. The binding affinity (normalized) is 0. (4) The peptide sequence is ILGFVFTL. The MHC is HLA-A02:03 with pseudo-sequence HLA-A02:03. The binding affinity (normalized) is 0.779. (5) The peptide sequence is RAMRMVYYL. The MHC is HLA-B27:20 with pseudo-sequence HLA-B27:20. The binding affinity (normalized) is 0.756. (6) The peptide sequence is LAFSTRFSF. The MHC is HLA-B58:01 with pseudo-sequence HLA-B58:01. The binding affinity (normalized) is 0.541.